From a dataset of Forward reaction prediction with 1.9M reactions from USPTO patents (1976-2016). Predict the product of the given reaction. Given the reactants [OH:1][C:2]1[CH:7]=[CH:6][C:5]([CH2:8][CH2:9][C:10]([NH:12][C@H:13]2[CH2:18][CH2:17][C@H:16]([C:19]3[CH:24]=[CH:23][CH:22]=[CH:21][CH:20]=3)[CH2:15][CH2:14]2)=O)=[CH:4][CH:3]=1.CC(C[AlH]CC(C)C)C, predict the reaction product. The product is: [NH4+:12].[OH-:1].[C:19]1([C@H:16]2[CH2:15][CH2:14][C@H:13]([NH:12][CH2:10][CH2:9][CH2:8][C:5]3[CH:4]=[CH:3][C:2]([OH:1])=[CH:7][CH:6]=3)[CH2:18][CH2:17]2)[CH:24]=[CH:23][CH:22]=[CH:21][CH:20]=1.